This data is from Catalyst prediction with 721,799 reactions and 888 catalyst types from USPTO. The task is: Predict which catalyst facilitates the given reaction. (1) Reactant: [C:1]([C:3]1[CH:11]=[CH:10][C:6]([C:7]([OH:9])=[O:8])=[CH:5][C:4]=1F)#[N:2].O.[NH2:14][NH2:15]. Product: [NH2:2][C:1]1[C:3]2[C:4](=[CH:5][C:6]([C:7]([OH:9])=[O:8])=[CH:10][CH:11]=2)[NH:15][N:14]=1. The catalyst class is: 51. (2) Reactant: [NH:1]1[CH2:5][CH2:4][CH2:3][CH2:2]1.[Cl:6][C:7]1[CH:14]=[C:13]([OH:15])[CH:12]=[CH:11][C:8]=1[CH:9]=O.C(O[BH-](OC(=O)C)OC(=O)C)(=O)C.[Na+].Cl. Product: [Cl:6][C:7]1[CH:14]=[C:13]([OH:15])[CH:12]=[CH:11][C:8]=1[CH2:9][N:1]1[CH2:5][CH2:4][CH2:3][CH2:2]1. The catalyst class is: 46. (3) Reactant: [Cl:1][C:2]1[CH:3]=[C:4]2[C:8](=[CH:9][C:10]=1[I:11])[CH2:7][NH:6][CH2:5]2.[CH3:12][C:13]([O:16][C:17](O[C:17]([O:16][C:13]([CH3:15])([CH3:14])[CH3:12])=[O:18])=[O:18])([CH3:15])[CH3:14]. Product: [C:13]([O:16][C:17]([N:6]1[CH2:5][C:4]2[C:8](=[CH:9][C:10]([I:11])=[C:2]([Cl:1])[CH:3]=2)[CH2:7]1)=[O:18])([CH3:15])([CH3:14])[CH3:12]. The catalyst class is: 4. (4) Reactant: C[Si](C)(C)N[Si](C)(C)C.[Na].[Cl-].[CH3:12][O:13][CH2:14][P+](C1C=CC=CC=1)(C1C=CC=CC=1)C1C=CC=CC=1.[C:34]([N:39]1[CH2:44][CH2:43][C:42](=O)[CH2:41][CH2:40]1)([O:36][CH2:37][CH3:38])=[O:35].O. Product: [CH3:12][O:13][CH:14]=[C:42]1[CH2:43][CH2:44][N:39]([C:34]([O:36][CH2:37][CH3:38])=[O:35])[CH2:40][CH2:41]1. The catalyst class is: 116. (5) Reactant: [N:1]1[N:5]2[CH:6]=[CH:7][C:8]([C:10]([OH:12])=[O:11])=[CH:9][C:4]2=[CH:3][CH:2]=1.[CH3:13]O. Product: [CH3:13][O:11][C:10]([C:8]1[CH:7]=[CH:6][N:5]2[N:1]=[CH:2][CH:3]=[C:4]2[CH:9]=1)=[O:12]. The catalyst class is: 33.